This data is from Full USPTO retrosynthesis dataset with 1.9M reactions from patents (1976-2016). The task is: Predict the reactants needed to synthesize the given product. (1) Given the product [F:55][C:56]([F:61])([F:60])[C:57]([OH:59])=[O:58].[CH3:53][C:50]1([NH:49][C:47]([C:25]2[C:23]3=[N:24][CH:19]=[CH:20][N:21]=[C:22]3[NH:27][CH:26]=2)=[O:48])[CH2:51][CH2:52]1, predict the reactants needed to synthesize it. The reactants are: FC(F)OC1C=C2C(=CC=1)N(CCCN(C)C)N=C2[C:19]1[N:24]=[C:23]2[C:25]([C:47]([NH:49][C:50]3([CH3:53])[CH2:52][CH2:51]3)=[O:48])=[CH:26][N:27](C(C3C=CC=CC=3)(C3C=CC=CC=3)C3C=CC=CC=3)[C:22]2=[N:21][CH:20]=1.[F:55][C:56]([F:61])([F:60])[C:57]([OH:59])=[O:58]. (2) Given the product [C:1]([O:5][C@@H:6]([C:10]1[C:32]([CH3:33])=[CH:31][C:13]2[N:14]=[C:15]([N:17]3[CH2:22][CH2:21][O:20][CH:19]([C:24]4[CH:25]=[C:26]5[C:27](=[CH:28][CH:29]=4)[N:43]([CH3:44])[N:42]=[CH:41]5)[CH2:18]3)[S:16][C:12]=2[C:11]=1[C:34]1[CH:39]=[CH:38][C:37]([Cl:40])=[CH:36][CH:35]=1)[C:7]([OH:9])=[O:8])([CH3:4])([CH3:3])[CH3:2], predict the reactants needed to synthesize it. The reactants are: [C:1]([O:5][C@@H:6]([C:10]1[C:32]([CH3:33])=[CH:31][C:13]2[N:14]=[C:15]([N:17]3[CH2:22][CH2:21][O:20][C:19]([C:24]4[CH:29]=[CH:28][C:27](Cl)=[CH:26][CH:25]=4)(C)[CH2:18]3)[S:16][C:12]=2[C:11]=1[C:34]1[CH:39]=[CH:38][C:37]([Cl:40])=[CH:36][CH:35]=1)[C:7]([OH:9])=[O:8])([CH3:4])([CH3:3])[CH3:2].[CH3:41][N:42]1C2C(=CC(C3OCCNC3)=CC=2)[CH:44]=[N:43]1. (3) Given the product [CH:20]([NH:33][CH2:34][C:35]([N:17]1[CH2:16][CH2:15][N:14]([CH2:13][C:11]2[O:10][N:9]=[C:8]([C:3]3[CH:4]=[CH:5][CH:6]=[CH:7][C:2]=3[F:1])[CH:12]=2)[CH2:19][CH2:18]1)=[O:36])([C:27]1[CH:28]=[CH:29][CH:30]=[CH:31][CH:32]=1)[C:21]1[CH:26]=[CH:25][CH:24]=[CH:23][CH:22]=1, predict the reactants needed to synthesize it. The reactants are: [F:1][C:2]1[CH:7]=[CH:6][CH:5]=[CH:4][C:3]=1[C:8]1[CH:12]=[C:11]([CH2:13][N:14]2[CH2:19][CH2:18][NH:17][CH2:16][CH2:15]2)[O:10][N:9]=1.[CH:20]([NH:33][CH2:34][C:35](O)=[O:36])([C:27]1[CH:32]=[CH:31][CH:30]=[CH:29][CH:28]=1)[C:21]1[CH:26]=[CH:25][CH:24]=[CH:23][CH:22]=1.C(Cl)CCl.CC(NP(OC1C=CC(Cl)=CC=1Cl)(OC)=S)C. (4) Given the product [Br:13][C:9]1[CH:10]=[CH:11][CH:12]=[C:7]([C:21]([CH:18]2[CH2:19][CH2:20][N:15]([CH3:14])[CH2:16][CH2:17]2)=[O:22])[N:8]=1, predict the reactants needed to synthesize it. The reactants are: C([Li])CCC.Br[C:7]1[CH:12]=[CH:11][CH:10]=[C:9]([Br:13])[N:8]=1.[CH3:14][N:15]1[CH2:20][CH2:19][CH:18]([C:21](N2CCCC2)=[O:22])[CH2:17][CH2:16]1. (5) Given the product [O:19]=[C:18]1[CH2:17][CH2:16][C@H:15]2[C@H:14]3[C@H:5]([CH2:4][CH2:3][C@:2]12[CH3:1])[C:6]1[CH:7]=[CH:8][C:9]([O:20][CH2:22][C:23]([O:25][CH2:26][C:27]2[CH:32]=[CH:31][CH:30]=[CH:29][CH:28]=2)=[O:24])=[CH:10][C:11]=1[CH2:12][CH2:13]3, predict the reactants needed to synthesize it. The reactants are: [CH3:1][C@@:2]12[C:18](=[O:19])[CH2:17][CH2:16][C@H:15]1[C@H:14]1[C@@H:5]([C:6]3[CH:7]=[CH:8][C:9]([OH:20])=[CH:10][C:11]=3[CH2:12][CH2:13]1)[CH2:4][CH2:3]2.Br[CH2:22][C:23]([O:25][CH2:26][C:27]1[CH:32]=[CH:31][CH:30]=[CH:29][CH:28]=1)=[O:24].C(=O)([O-])[O-].[K+].[K+].C1COCC1. (6) Given the product [CH2:1]([O:3][C:4]1[NH:8][N:7]=[C:6]([N:9]2[C:10]3=[N:15][C:14]([NH:16][C@H:17]([C:20]4[CH:25]=[CH:24][C:23]([F:26])=[CH:22][N:21]=4)[CH2:18][OH:19])=[CH:13][CH:12]=[C:11]3[N:27]=[CH:30]2)[CH:5]=1)[CH3:2], predict the reactants needed to synthesize it. The reactants are: [CH2:1]([O:3][C:4]1[NH:8][N:7]=[C:6]([NH:9][C:10]2[N:15]=[C:14]([NH:16][C@H:17]([C:20]3[CH:25]=[CH:24][C:23]([F:26])=[CH:22][N:21]=3)[CH2:18][OH:19])[CH:13]=[CH:12][C:11]=2[N+:27]([O-])=O)[CH:5]=1)[CH3:2].[CH2:30](O)C.C(OCC)(=O)C. (7) Given the product [Cl:1][C:2]1[CH:3]=[CH:4][C:5]([CH2:6][NH:7][C:8]([C:10]2[C:11]([OH:23])=[C:12]3[CH:18]=[C:17]([CH2:19][OH:20])[S:16][C:13]3=[N:14][CH:15]=2)=[O:9])=[CH:24][CH:25]=1, predict the reactants needed to synthesize it. The reactants are: [Cl:1][C:2]1[CH:25]=[CH:24][C:5]([CH2:6][NH:7][C:8]([C:10]2[C:11]([OH:23])=[C:12]3[CH:18]=[C:17]([C:19](OC)=[O:20])[S:16][C:13]3=[N:14][CH:15]=2)=[O:9])=[CH:4][CH:3]=1.[H-].[H-].[H-].[H-].[Li+].[Al+3]. (8) Given the product [N:2]([C@H:5]1[C@@H:10]([NH:11][C:12]([C:14]2[NH:15][C:16]([CH3:21])=[C:17]([Cl:20])[C:18]=2[Cl:19])=[O:13])[CH2:9][CH2:8][N:7]([C:32]2[S:33][C:34]([C:37]([O:39][CH3:40])=[O:38])=[CH:35][N:36]=2)[CH2:6]1)=[N+:3]=[N-:4], predict the reactants needed to synthesize it. The reactants are: Cl.[N:2]([C@H:5]1[C@@H:10]([NH:11][C:12]([C:14]2[NH:15][C:16]([CH3:21])=[C:17]([Cl:20])[C:18]=2[Cl:19])=[O:13])[CH2:9][CH2:8][NH:7][CH2:6]1)=[N+:3]=[N-:4].CCN(C(C)C)C(C)C.Br[C:32]1[S:33][C:34]([C:37]([O:39][CH3:40])=[O:38])=[CH:35][N:36]=1.